Predict which catalyst facilitates the given reaction. From a dataset of Catalyst prediction with 721,799 reactions and 888 catalyst types from USPTO. (1) Product: [NH:17]1[C:12]2[C:13](=[CH:16][CH:9]=[CH:10][CH:11]=2)[CH:14]=[N:15][CH2:1]1. The catalyst class is: 25. Reactant: [C:1]1(C)C=CC=CC=1.Br[C:9]1[CH:10]=[CH:11][C:12]([NH2:17])=[C:13]([CH:16]=1)[CH2:14][NH2:15]. (2) Reactant: [C:1]([O:5][C:6]([N:8]1[CH2:12][CH:11]([F:13])[CH2:10][CH:9]1[C:14]([O:16]C)=[O:15])=[O:7])([CH3:4])([CH3:3])[CH3:2].[OH-].[Na+]. Product: [C:1]([O:5][C:6]([N:8]1[CH2:12][CH:11]([F:13])[CH2:10][CH:9]1[C:14]([OH:16])=[O:15])=[O:7])([CH3:4])([CH3:2])[CH3:3]. The catalyst class is: 5. (3) Reactant: [CH3:1][O:2][C:3](=[O:29])[NH:4][C:5]1[S:6][C:7]2[C:13]([C:14]3[N:15]=[C:16]([NH:19]C(OC(C)(C)C)=O)[NH:17][CH:18]=3)=[CH:12][CH:11]=[C:10]([O:27][CH3:28])[C:8]=2[N:9]=1. Product: [CH3:1][O:2][C:3](=[O:29])[NH:4][C:5]1[S:6][C:7]2[C:13]([C:14]3[N:15]=[C:16]([NH2:19])[NH:17][CH:18]=3)=[CH:12][CH:11]=[C:10]([O:27][CH3:28])[C:8]=2[N:9]=1. The catalyst class is: 209. (4) Reactant: [Cl:1][C:2]1[CH:3]=[C:4]([C:8]([Cl:11])=[CH:9][N:10]=1)[C:5]([OH:7])=[O:6].C(=O)([O-])[O-].[K+].[K+].I[CH2:19][CH3:20]. Product: [Cl:1][C:2]1[CH:3]=[C:4]([C:8]([Cl:11])=[CH:9][N:10]=1)[C:5]([O:7][CH2:19][CH3:20])=[O:6]. The catalyst class is: 9. (5) Reactant: [Br:1][C:2]1[CH:3]=[C:4]2[C:8](=[CH:9][CH:10]=1)[N:7]([CH:11]1[CH2:16][CH2:15][CH2:14][CH2:13][O:12]1)[N:6]=[C:5]2[CH:17]=O.C([N:21](CC)CC)C.Cl.NO.ClC(Cl)(Cl)C(Cl)=O.[Cl-].[Na+]. Product: [Br:1][C:2]1[CH:3]=[C:4]2[C:8](=[CH:9][CH:10]=1)[N:7]([CH:11]1[CH2:16][CH2:15][CH2:14][CH2:13][O:12]1)[N:6]=[C:5]2[C:17]#[N:21]. The catalyst class is: 23. (6) Reactant: [Si](OS(C(F)(F)F)(=O)=O)(C)(C)C.[CH:13]1([CH2:16][OH:17])[CH2:15][CH2:14]1.[N:18]1C(C)=CC=CC=1C.[Br:26][C:27]1[CH:40]=[C:39]2[C:30]([O:31][C@@H:32]3[C@@H:37]([C:38]42[C:44](=[O:45])[N:43]([CH3:46])[C:42](=O)[NH:41]4)[CH2:36][C:35](=O)[CH2:34][CH2:33]3)=[CH:29][CH:28]=1.C([SiH](CC)CC)C. Product: [NH2:18][C:42]1[N:43]([CH3:46])[C:44](=[O:45])[C@@:38]2([N:41]=1)[C@@H:37]1[C@H:32]([CH2:33][CH2:34][C@H:35]([O:17][CH2:16][CH:13]3[CH2:15][CH2:14]3)[CH2:36]1)[O:31][C:30]1[C:39]2=[CH:40][C:27]([Br:26])=[CH:28][CH:29]=1. The catalyst class is: 2. (7) Reactant: [Cl:1][C:2]1[CH:3]=[C:4]([NH:9][C:10]([NH2:12])=[S:11])[CH:5]=[CH:6][C:7]=1[Cl:8].Br[CH2:14][C:15]([C:17]1[CH:22]=[CH:21][CH:20]=[CH:19][CH:18]=1)=O. Product: [Cl:1][C:2]1[CH:3]=[C:4]([NH:9][C:10]2[S:11][CH:14]=[C:15]([C:17]3[CH:22]=[CH:21][CH:20]=[CH:19][CH:18]=3)[N:12]=2)[CH:5]=[CH:6][C:7]=1[Cl:8]. The catalyst class is: 8. (8) Product: [O:8]=[C:3]1[CH:2]([NH:1][C:9](=[O:10])[O:11][C:12]([CH3:15])([CH3:14])[CH3:13])[CH2:7][CH2:6][CH2:5][NH:4]1. Reactant: [NH2:1][CH:2]1[CH2:7][CH2:6][CH2:5][NH:4][CH:3]1[OH:8].[C:9](O[C:9]([O:11][C:12]([CH3:15])([CH3:14])[CH3:13])=[O:10])([O:11][C:12]([CH3:15])([CH3:14])[CH3:13])=[O:10].C(N(CC)CC)C.CN(C=O)C. The catalyst class is: 5. (9) Reactant: [CH2:1]([O:3][C:4](=[O:7])[CH2:5]Br)[CH3:2].[CH2:8]([CH:11]1[CH2:15][N:14]([CH2:16][C:17]2[N:18]=[CH:19][N:20](C(C3C=CC=CC=3)(C3C=CC=CC=3)C3C=CC=CC=3)[CH:21]=2)[C:13](=[O:41])[CH2:12]1)[CH2:9][CH3:10]. Product: [O:41]=[C:13]1[CH2:12][CH:11]([CH2:8][CH2:9][CH3:10])[CH2:15][N:14]1[CH2:16][C:17]1[N:18]([CH2:5][C:4]([O:3][CH2:1][CH3:2])=[O:7])[CH:19]=[N:20][CH:21]=1. The catalyst class is: 10. (10) Reactant: [I:1][C:2]1[CH:3]=[C:4]2C(=[CH:10][CH:11]=1)NC=[C:6]([C:12]([OH:14])=[O:13])[C:5]2=[O:15].[C:16](=O)([O-])[O-].[K+].[K+].I[CH2:23][CH3:24].[CH3:25][N:26]([CH:28]=O)[CH3:27]. Product: [CH2:23]([O:14][C:12]([C:6]1[C:5](=[O:15])[C:4]2[C:27](=[CH:10][CH:11]=[C:2]([I:1])[CH:3]=2)[N:26]([CH2:25][CH3:16])[CH:28]=1)=[O:13])[CH3:24]. The catalyst class is: 25.